From a dataset of Full USPTO retrosynthesis dataset with 1.9M reactions from patents (1976-2016). Predict the reactants needed to synthesize the given product. (1) Given the product [CH2:7]([N:14]1[C:18]([CH3:19])([CH3:20])[CH2:17][CH:16]([CH2:21][OH:22])[CH2:15]1)[C:8]1[CH:13]=[CH:12][CH:11]=[CH:10][CH:9]=1, predict the reactants needed to synthesize it. The reactants are: [H-].[Al+3].[Li+].[H-].[H-].[H-].[CH2:7]([N:14]1[C:18]([CH3:20])([CH3:19])[CH2:17][CH:16]([C:21](OC)=[O:22])[C:15]1=O)[C:8]1[CH:13]=[CH:12][CH:11]=[CH:10][CH:9]=1. (2) Given the product [OH:8][N:9]1[C:15](=[O:16])[N:14]2[CH2:17][C@H:10]1[CH2:11][CH2:12][C@H:13]2[C:18]([NH:20][O:21][CH2:22][CH:23]1[O:28][CH2:27][CH2:26][N:25]([C:29]([O:31][C:32]([CH3:35])([CH3:34])[CH3:33])=[O:30])[CH2:24]1)=[O:19], predict the reactants needed to synthesize it. The reactants are: C([O:8][N:9]1[C:15](=[O:16])[N:14]2[CH2:17][C@H:10]1[CH2:11][CH2:12][C@H:13]2[C:18]([NH:20][O:21][CH2:22][CH:23]1[O:28][CH2:27][CH2:26][N:25]([C:29]([O:31][C:32]([CH3:35])([CH3:34])[CH3:33])=[O:30])[CH2:24]1)=[O:19])C1C=CC=CC=1. (3) Given the product [NH3:4].[CH:1]([N:4]1[CH2:5][CH2:6][N:7]([C:10]([C:12]2[CH:13]=[N:14][C:15]([CH2:18][N:19]3[CH2:20][CH2:21][CH2:22][CH2:23][CH2:24]3)=[CH:16][CH:17]=2)=[O:11])[CH2:8][CH2:9]1)([CH3:3])[CH3:2], predict the reactants needed to synthesize it. The reactants are: [CH:1]([N:4]1[CH2:9][CH2:8][N:7]([C:10]([C:12]2[CH:13]=[N:14][C:15]([CH2:18][N:19]3[CH2:24][CH2:23][CH2:22][CH2:21][CH2:20]3)=[CH:16][CH:17]=2)=[O:11])[CH2:6][CH2:5]1)([CH3:3])[CH3:2].COC(=O)C1C=CC(CN2CCCCC2)=NC=1.[Mg+2].[Br-].[Br-].O(CC)CC.C(N1CCNCC1)(C)C. (4) Given the product [CH3:22][N:23]([CH3:33])[C:24]1[CH:29]=[CH:28][C:27]([C:2]2[CH:3]=[C:4]3[C:9](=[CH:10][CH:11]=2)[N:8]=[C:7]([O:12][CH2:13][CH2:14][O:15][CH2:16][CH2:17][O:18][CH2:19][CH2:20][OH:21])[CH:6]=[CH:5]3)=[CH:26][CH:25]=1, predict the reactants needed to synthesize it. The reactants are: Br[C:2]1[CH:3]=[C:4]2[C:9](=[CH:10][CH:11]=1)[N:8]=[C:7]([O:12][CH2:13][CH2:14][O:15][CH2:16][CH2:17][O:18][CH2:19][CH2:20][OH:21])[CH:6]=[CH:5]2.[CH3:22][N:23]([CH3:33])[C:24]1[CH:29]=[CH:28][C:27](B(O)O)=[CH:26][CH:25]=1.C(=O)([O-])[O-].[Na+].[Na+].C1(C)C=CC=CC=1. (5) Given the product [CH2:16]([N:12]1[C:13]2[C:8](=[C:7]([CH3:24])[N:6]=[C:5]([C:3]([NH:25][CH2:26][CH2:27][C:28]([OH:30])=[O:29])=[O:4])[C:14]=2[OH:15])[CH:9]=[CH:10][C:11]1=[O:23])[C:17]1[CH:18]=[CH:19][CH:20]=[CH:21][CH:22]=1, predict the reactants needed to synthesize it. The reactants are: CO[C:3]([C:5]1[C:14]([OH:15])=[C:13]2[C:8]([CH:9]=[CH:10][C:11](=[O:23])[N:12]2[CH2:16][C:17]2[CH:22]=[CH:21][CH:20]=[CH:19][CH:18]=2)=[C:7]([CH3:24])[N:6]=1)=[O:4].[NH2:25][CH2:26][CH2:27][C:28]([OH:30])=[O:29].C[O-].[Na+]. (6) Given the product [CH2:11]([N:6]1[C@H:7]([CH3:10])[CH2:8][O:9][C:4]([CH2:1][CH:2]=[O:21])([CH3:19])[C:5]1=[O:18])[C:12]1[CH:17]=[CH:16][CH:15]=[CH:14][CH:13]=1, predict the reactants needed to synthesize it. The reactants are: [CH2:1]([C:4]1([CH3:19])[O:9][CH2:8][C@@H:7]([CH3:10])[N:6]([CH2:11][C:12]2[CH:17]=[CH:16][CH:15]=[CH:14][CH:13]=2)[C:5]1=[O:18])[CH:2]=C.I([O-])(=O)(=O)=[O:21].[Na+].